Dataset: Forward reaction prediction with 1.9M reactions from USPTO patents (1976-2016). Task: Predict the product of the given reaction. (1) Given the reactants [CH3:1][O:2][C:3]1[CH:4]=[C:5]([SH:13])[CH:6]=[C:7]([O:11][CH3:12])[C:8]=1[O:9][CH3:10].Cl[CH2:15][C:16]1[CH:21]=[CH:20][C:19]([O:22][CH3:23])=[CH:18][CH:17]=1.[OH-].[K+].[NH4+].[Cl-], predict the reaction product. The product is: [CH3:12][O:11][C:7]1[CH:6]=[C:5]([S:13][CH2:15][C:16]2[CH:21]=[CH:20][C:19]([O:22][CH3:23])=[CH:18][CH:17]=2)[CH:4]=[C:3]([O:2][CH3:1])[C:8]=1[O:9][CH3:10]. (2) Given the reactants Br[C:2]1[CH:7]=[CH:6][C:5]([C:8]([CH3:17])([CH3:16])[C:9]([NH:11][CH2:12][CH:13]([CH3:15])[CH3:14])=[O:10])=[CH:4][CH:3]=1.[CH3:18][O:19][C:20]([C:22]1[CH:23]=[C:24](B(O)O)[CH:25]=[CH:26][CH:27]=1)=[O:21], predict the reaction product. The product is: [CH2:12]([NH:11][C:9](=[O:10])[C:8]([C:5]1[CH:6]=[CH:7][C:2]([C:26]2[CH:25]=[CH:24][CH:23]=[C:22]([C:20]([O:19][CH3:18])=[O:21])[CH:27]=2)=[CH:3][CH:4]=1)([CH3:17])[CH3:16])[CH:13]([CH3:15])[CH3:14].